This data is from Peptide-MHC class I binding affinity with 185,985 pairs from IEDB/IMGT. The task is: Regression. Given a peptide amino acid sequence and an MHC pseudo amino acid sequence, predict their binding affinity value. This is MHC class I binding data. (1) The peptide sequence is PYPQPQPQY. The MHC is HLA-A30:02 with pseudo-sequence HLA-A30:02. The binding affinity (normalized) is 0.403. (2) The peptide sequence is SDYLELDTI. The MHC is HLA-B35:01 with pseudo-sequence HLA-B35:01. The binding affinity (normalized) is 0.244. (3) The peptide sequence is TAATIQTPTK. The MHC is HLA-A11:01 with pseudo-sequence HLA-A11:01. The binding affinity (normalized) is 0.875. (4) The peptide sequence is KAGQNIRLSH. The MHC is HLA-A03:01 with pseudo-sequence HLA-A03:01. The binding affinity (normalized) is 0.314. (5) The peptide sequence is WLGARFLEF. The MHC is HLA-A23:01 with pseudo-sequence HLA-A23:01. The binding affinity (normalized) is 0.681. (6) The peptide sequence is EFKSRFFVM. The MHC is HLA-A01:01 with pseudo-sequence HLA-A01:01. The binding affinity (normalized) is 0.0847. (7) The peptide sequence is MTMITPPTF. The MHC is HLA-B58:01 with pseudo-sequence HLA-B58:01. The binding affinity (normalized) is 0.635. (8) The peptide sequence is RPRRASSPF. The MHC is HLA-B08:01 with pseudo-sequence HLA-B08:01. The binding affinity (normalized) is 0.669. (9) The MHC is BoLA-T2a with pseudo-sequence BoLA-T2a. The peptide sequence is SSYAAAQRK. The binding affinity (normalized) is 0.535.